Task: Predict the reaction yield, written as a fraction of the theoretical maximum amount of product (1.0 means a 100% yield; for example, 0.34 means a 34% yield).. Dataset: Reaction yield outcomes from USPTO patents with 853,638 reactions The reactants are [O:1]1[C:6]2[CH:7]=[CH:8][C:9]([C:11]3[C:12]([C:18](O)([CH3:23])[C:19]([O:21][CH3:22])=[O:20])=[C:13]([CH3:17])[S:14][C:15]=3[CH3:16])=[CH:10][C:5]=2[CH2:4][CH2:3][CH2:2]1.O.C1(C)C=CC(S(O)(=O)=O)=CC=1.S([O-])([O-])(=O)=O.[Na+].[Na+]. The catalyst is C1(C)C=CC=CC=1. The product is [O:1]1[C:6]2[CH:7]=[CH:8][C:9]([C:11]3[C:12]([C:18](=[CH2:23])[C:19]([O:21][CH3:22])=[O:20])=[C:13]([CH3:17])[S:14][C:15]=3[CH3:16])=[CH:10][C:5]=2[CH2:4][CH2:3][CH2:2]1. The yield is 0.930.